This data is from Full USPTO retrosynthesis dataset with 1.9M reactions from patents (1976-2016). The task is: Predict the reactants needed to synthesize the given product. (1) Given the product [NH2:1][C:2]1[C:10]([N+:11]([O-:13])=[O:12])=[CH:9][C:5]([C:6]#[N:8])=[C:4]([F:14])[C:3]=1[F:15], predict the reactants needed to synthesize it. The reactants are: [NH2:1][C:2]1[C:10]([N+:11]([O-:13])=[O:12])=[CH:9][C:5]([C:6]([NH2:8])=O)=[C:4]([F:14])[C:3]=1[F:15].O=P(Cl)(Cl)Cl.O. (2) Given the product [CH3:62][N:63]1[CH:64]([C:67]2[CH:72]=[CH:71][CH:70]=[CH:69][CH:68]=2)[CH2:65][N:66]=[C:1]1[C:3]1[N:4]=[C:5]([CH:8]2[CH2:13][CH2:12][N:11]([C:14](=[O:26])[CH2:15][N:16]3[C:20]([CH3:21])=[CH:19][C:18]([C:22]([F:25])([F:24])[F:23])=[N:17]3)[CH2:10][CH2:9]2)[S:6][CH:7]=1, predict the reactants needed to synthesize it. The reactants are: [CH:1]([C:3]1[N:4]=[C:5]([CH:8]2[CH2:13][CH2:12][N:11]([C:14](=[O:26])[CH2:15][N:16]3[C:20]([CH3:21])=[CH:19][C:18]([C:22]([F:25])([F:24])[F:23])=[N:17]3)[CH2:10][CH2:9]2)[S:6][CH:7]=1)=O.CC1N(CC(N2CCC(C3SC=C(C4C=C(C5C=CC=CC=5)ON=4)N=3)CC2)=O)N=C(C(F)(F)F)C=1.[CH3:62][NH:63][CH:64]([C:67]1[CH:72]=[CH:71][CH:70]=[CH:69][CH:68]=1)[CH2:65][NH2:66].C(=O)([O-])[O-].[K+].[K+].II.